From a dataset of Retrosynthesis with 50K atom-mapped reactions and 10 reaction types from USPTO. Predict the reactants needed to synthesize the given product. (1) Given the product O=C(O)C(CO)c1ccc(Nc2ncc(-c3ccc(OC(F)F)cc3)cn2)cc1, predict the reactants needed to synthesize it. The reactants are: CC1(C)OB(c2ccc(OC(F)F)cc2)OC1(C)C.O=C(O)C(CO)c1ccc(Nc2ncc(Br)cn2)cc1. (2) Given the product Cc1ccc(C(=O)OCc2ccccc2)cc1N, predict the reactants needed to synthesize it. The reactants are: Cc1ccc(C(=O)OCc2ccccc2)cc1[N+](=O)[O-]. (3) Given the product COC(=O)c1ccc(O[C@@H](C)C(=O)OC)c(OC)c1, predict the reactants needed to synthesize it. The reactants are: COC(=O)[C@@H](C)O.COC(=O)c1ccc(O)c(OC)c1. (4) Given the product COC(=O)CCNC(=O)c1ccc(O)cc1, predict the reactants needed to synthesize it. The reactants are: COC(=O)CCNC(=O)c1ccc(OCc2ccccc2)cc1.